From a dataset of NCI-60 drug combinations with 297,098 pairs across 59 cell lines. Regression. Given two drug SMILES strings and cell line genomic features, predict the synergy score measuring deviation from expected non-interaction effect. (1) Synergy scores: CSS=10.3, Synergy_ZIP=1.51, Synergy_Bliss=6.38, Synergy_Loewe=0.909, Synergy_HSA=1.15. Drug 1: C1CC(C1)(C(=O)O)C(=O)O.[NH2-].[NH2-].[Pt+2]. Cell line: SK-MEL-28. Drug 2: COC1=C2C(=CC3=C1OC=C3)C=CC(=O)O2. (2) Drug 1: CC12CCC3C(C1CCC2=O)CC(=C)C4=CC(=O)C=CC34C. Drug 2: N.N.Cl[Pt+2]Cl. Cell line: EKVX. Synergy scores: CSS=22.7, Synergy_ZIP=0.345, Synergy_Bliss=-0.665, Synergy_Loewe=-2.19, Synergy_HSA=-0.966.